Dataset: Catalyst prediction with 721,799 reactions and 888 catalyst types from USPTO. Task: Predict which catalyst facilitates the given reaction. (1) Reactant: Cl.C([O:9][CH2:10][C@H:11]([NH:26]C(=O)OC(C)(C)C)[CH2:12][O:13][CH2:14][C:15](=O)[C:16]1[CH:21]=[C:20]([F:22])[C:19]([F:23])=[C:18]([F:24])[CH:17]=1)C1C=CC=CC=1. Product: [F:24][C:18]1[CH:17]=[C:16]([C@H:15]2[NH:26][C@@H:11]([CH2:10][OH:9])[CH2:12][O:13][CH2:14]2)[CH:21]=[C:20]([F:22])[C:19]=1[F:23]. The catalyst class is: 13. (2) Reactant: C1(P(C2C=CC=CC=2)C2C=CC=CC=2)C=CC=CC=1.BrN1C(=O)CCC1=O.[Cl:28][C:29]1[CH:30]=[C:31]([C@@H:39]([CH2:49][CH:50]2[CH2:54][CH2:53][CH2:52][CH2:51]2)[C:40]([NH:42][C:43]2[CH:47]=[CH:46][N:45]([CH3:48])[N:44]=2)=[O:41])[CH:32]=[CH:33][C:34]=1[S:35]([CH3:38])(=[O:37])=[O:36].[CH3:55][C:56]([CH3:65])=[CH:57]CN1C=CC(N)=N1.N1C(C)=CC=CC=1C. Product: [Cl:28][C:29]1[CH:30]=[C:31]([C@@H:39]([CH2:49][CH:50]2[CH2:51][CH2:52][CH2:53][CH2:54]2)[C:40]([NH:42][C:43]2[CH:47]=[CH:46][N:45]([CH2:48][CH:55]=[C:56]([CH3:65])[CH3:57])[N:44]=2)=[O:41])[CH:32]=[CH:33][C:34]=1[S:35]([CH3:38])(=[O:37])=[O:36]. The catalyst class is: 124. (3) Reactant: Br[C:2]1[CH:3]=[N:4][N:5]2[CH:10]=[CH:9][C:8]([N:11]3[C@@H:15]([CH2:16][CH3:17])[CH2:14][O:13][C:12]3=[O:18])=[N:7][C:6]=12.CC1(C)C(C)(C)OB([C:27]2[CH:32]=[CH:31][C:30]([C:33]3[N:37]=[CH:36][N:35]([CH2:38][O:39][CH2:40][CH2:41][Si:42]([CH3:45])([CH3:44])[CH3:43])[N:34]=3)=[CH:29][CH:28]=2)O1.C([O-])([O-])=O.[Na+].[Na+].C1(P(C2CCCCC2)C2C=CC=CC=2C2C(C(C)C)=CC(C(C)C)=CC=2C(C)C)CCCCC1. Product: [CH2:16]([C@H:15]1[CH2:14][O:13][C:12](=[O:18])[N:11]1[C:8]1[CH:9]=[CH:10][N:5]2[N:4]=[CH:3][C:2]([C:27]3[CH:28]=[CH:29][C:30]([C:33]4[N:37]=[CH:36][N:35]([CH2:38][O:39][CH2:40][CH2:41][Si:42]([CH3:45])([CH3:44])[CH3:43])[N:34]=4)=[CH:31][CH:32]=3)=[C:6]2[N:7]=1)[CH3:17]. The catalyst class is: 62. (4) Reactant: C(O[C:9]1[CH:23]=[CH:22][CH:21]=[CH:20][C:10]=1[O:11][CH2:12][CH2:13][N:14]1[CH2:19][CH2:18][O:17][CH2:16][CH2:15]1)C1C=CC=CC=1.CC[OH:26]. Product: [N:14]1([CH2:13][CH2:12][O:11][C:10]2[CH:20]=[CH:21][C:22]([OH:26])=[CH:23][CH:9]=2)[CH2:19][CH2:18][O:17][CH2:16][CH2:15]1. The catalyst class is: 45. (5) Reactant: [CH2:1]([C@@H:8]1[NH:13][CH2:12][CH2:11][N:10]([C:14]2[CH:19]=[CH:18][C:17]([O:20][CH3:21])=[C:16]([O:22][CH:23]3[CH2:27][CH2:26][CH2:25][CH2:24]3)[CH:15]=2)[CH2:9]1)[C:2]1[CH:7]=[CH:6][CH:5]=[CH:4][CH:3]=1.C(N(C(C)C)CC)(C)C.[C:37]([O:41][C:42]([NH:44][C@H:45]([C:49]([OH:52])([CH3:51])[CH3:50])[C:46](O)=[O:47])=[O:43])([CH3:40])([CH3:39])[CH3:38].CN(C(ON1N=NC2C=CC=NC1=2)=[N+](C)C)C.F[P-](F)(F)(F)(F)F. Product: [C:37]([O:41][C:42](=[O:43])[NH:44][C@@H:45]([C:46]([N:13]1[CH2:12][CH2:11][N:10]([C:14]2[CH:19]=[CH:18][C:17]([O:20][CH3:21])=[C:16]([O:22][CH:23]3[CH2:27][CH2:26][CH2:25][CH2:24]3)[CH:15]=2)[CH2:9][C@@H:8]1[CH2:1][C:2]1[CH:3]=[CH:4][CH:5]=[CH:6][CH:7]=1)=[O:47])[C:49]([OH:52])([CH3:50])[CH3:51])([CH3:40])([CH3:38])[CH3:39]. The catalyst class is: 59. (6) Reactant: C([O:5][C:6](=[O:53])[C:7]([O:10]/[N:11]=[C:12](/[C:40]1[N:41]=[C:42]([NH:45]C(OC(C)(C)C)=O)[S:43][CH:44]=1)\[C:13]([NH:15][C@@H:16]1[C:19](=[O:20])[N:18]([S:21]([OH:24])(=[O:23])=[O:22])[C@@H:17]1[CH2:25][N:26]1[C:30]([CH2:31][NH:32]C(OC(C)(C)C)=O)=[N:29][CH:28]=[N:27]1)=[O:14])([CH3:9])[CH3:8])(C)(C)C.C(O)(C(F)(F)F)=O. Product: [NH2:32][CH2:31][C:30]1[N:26]([CH2:25][C@@H:17]2[C@H:16]([NH:15][C:13](=[O:14])/[C:12](=[N:11]\[O:10][C:7]([CH3:9])([CH3:8])[C:6]([OH:53])=[O:5])/[C:40]3[N:41]=[C:42]([NH2:45])[S:43][CH:44]=3)[C:19](=[O:20])[N:18]2[S:21]([OH:24])(=[O:23])=[O:22])[N:27]=[CH:28][N:29]=1. The catalyst class is: 2. (7) Reactant: [CH3:1][NH+:2]([CH2:17][CH:18]([CH2:24][CH3:25])[CH2:19][S:20]([O-:23])(=[O:22])=[O:21])[CH2:3][CH2:4][CH2:5][CH2:6][CH2:7][CH2:8][CH2:9][CH2:10][CH2:11][CH2:12][CH2:13][CH2:14][CH2:15][CH3:16].[C:26]([O-])([O-])=O.[K+].[K+].CI. Product: [CH3:1][N+:2]([CH2:17][CH:18]([CH2:24][CH3:25])[CH2:19][S:20]([O-:23])(=[O:22])=[O:21])([CH3:26])[CH2:3][CH2:4][CH2:5][CH2:6][CH2:7][CH2:8][CH2:9][CH2:10][CH2:11][CH2:12][CH2:13][CH2:14][CH2:15][CH3:16]. The catalyst class is: 4. (8) Product: [C:1]([C:3]1[CH:4]=[CH:5][C:6]([O:26][CH3:27])=[C:7]([C:9]2[C:13]([NH:14][C:15]([C:17]3[CH:18]=[N:19][N:20]4[CH:25]=[CH:24][CH:23]=[N:22][C:21]=34)=[O:16])=[CH:12][N:11]([CH2:29][C:30]3[N:34]([CH3:35])[N:33]=[CH:32][CH:31]=3)[N:10]=2)[CH:8]=1)#[N:2]. The catalyst class is: 39. Reactant: [C:1]([C:3]1[CH:4]=[CH:5][C:6]([O:26][CH3:27])=[C:7]([C:9]2[C:13]([NH:14][C:15]([C:17]3[CH:18]=[N:19][N:20]4[CH:25]=[CH:24][CH:23]=[N:22][C:21]=34)=[O:16])=[CH:12][NH:11][N:10]=2)[CH:8]=1)#[N:2].Cl[CH2:29][C:30]1[N:34]([CH3:35])[N:33]=[CH:32][CH:31]=1.C(=O)([O-])[O-].[Cs+].[Cs+]. (9) Reactant: [CH3:1][O:2][C:3]1[CH:4]=[CH:5][C:6]([CH:12]([C:18]2[CH:23]=[CH:22][CH:21]=[CH:20][CH:19]=2)[CH2:13][C:14]([NH:16][CH3:17])=O)=[C:7]2[C:11]=1[NH:10][CH:9]=[CH:8]2.[H-].[H-].[H-].[H-].[Li+].[Al+3]. Product: [CH3:1][O:2][C:3]1[CH:4]=[CH:5][C:6]([CH:12]([C:18]2[CH:23]=[CH:22][CH:21]=[CH:20][CH:19]=2)[CH2:13][CH2:14][NH:16][CH3:17])=[C:7]2[C:11]=1[NH:10][CH:9]=[CH:8]2. The catalyst class is: 1.